Dataset: Forward reaction prediction with 1.9M reactions from USPTO patents (1976-2016). Task: Predict the product of the given reaction. (1) Given the reactants [C:1]([N:5]1[CH2:10][CH2:9][CH:8]([CH2:11][C:12]([NH:14][C:15]2[CH:20]=[CH:19][CH:18]=[CH:17][CH:16]=2)=O)[CH2:7][CH2:6]1)([CH3:4])([CH3:3])[CH3:2].CC1C=CC=C(C)N=1.ClCCCl.[Cl:33][C:34]1[CH:42]=[CH:41][CH:40]=[C:39]([CH2:43][C:44](=[O:57])[NH:45][C@@H:46]([CH:54]2[CH2:56][CH2:55]2)[C:47]2[CH:52]=[CH:51][CH:50]=[C:49]([F:53])[CH:48]=2)[C:35]=1[C:36](O)=[O:37], predict the reaction product. The product is: [CH:54]1([C@H:46]([NH:45][C:44]([C:43]2[C:39]3[C:35](=[C:34]([Cl:33])[CH:42]=[CH:41][CH:40]=3)[C:36](=[O:37])[N:14]([C:15]3[CH:20]=[CH:19][CH:18]=[CH:17][CH:16]=3)[C:12]=2[CH2:11][CH:8]2[CH2:7][CH2:6][N:5]([C:1]([CH3:4])([CH3:3])[CH3:2])[CH2:10][CH2:9]2)=[O:57])[C:47]2[CH:52]=[CH:51][CH:50]=[C:49]([F:53])[CH:48]=2)[CH2:56][CH2:55]1. (2) Given the reactants C(N(CC)CC)C.Cl.[CH3:9][O:10][C:11](=[O:24])[C:12]1[CH:17]=[CH:16][CH:15]=[C:14]([CH2:18][NH2:19])[C:13]=1[C:20]([O:22][CH3:23])=[O:21].Cl[C:26]([O:28][CH2:29][C:30]1[CH:35]=[CH:34][CH:33]=[CH:32][CH:31]=1)=[O:27], predict the reaction product. The product is: [CH3:9][O:10][C:11](=[O:24])[C:12]1[CH:17]=[CH:16][CH:15]=[C:14]([CH2:18][NH:19][C:26]([O:28][CH2:29][C:30]2[CH:35]=[CH:34][CH:33]=[CH:32][CH:31]=2)=[O:27])[C:13]=1[C:20]([O:22][CH3:23])=[O:21]. (3) Given the reactants [Cl:1][C:2]1[CH:9]=[C:8]([N:10]([CH2:16][C:17]2[CH:22]=[CH:21][CH:20]=[CH:19][C:18]=2[CH3:23])[C@H:11]2[CH2:15][CH2:14][NH:13][CH2:12]2)[CH:7]=[CH:6][C:3]=1[C:4]#[N:5].[CH:24]([C:26]1[CH:27]=[C:28]([CH:32]=[CH:33][CH:34]=1)[C:29]([OH:31])=[O:30])=O, predict the reaction product. The product is: [Cl:1][C:2]1[CH:9]=[C:8]([N:10]([CH2:16][C:17]2[CH:22]=[CH:21][CH:20]=[CH:19][C:18]=2[CH3:23])[C@H:11]2[CH2:15][CH2:14][N:13]([CH2:24][C:26]3[CH:27]=[C:28]([CH:32]=[CH:33][CH:34]=3)[C:29]([OH:31])=[O:30])[CH2:12]2)[CH:7]=[CH:6][C:3]=1[C:4]#[N:5].